From a dataset of B-cell epitopes from IEDB database with 3,159 antigens for binding position prediction. Token-level Classification. Given an antigen amino acid sequence, predict which amino acid positions are active epitope sites capable of antibody binding. Output is a list of indices for active positions. (1) Given the antigen sequence: MANLGYWLLALFVTMWTDVGLCKKRPKPGGWNTGGSRYPGQGSPGGNRYPPQGGTWGQPHGGGWGQPHGGSWGQPHGGSWGQPHGGGWGQGGGTHNQWNKPSKPKTNLKHVAGAAAAGAVVGGLGGYMLGSAVSRPMIHFGNDWEDRYYRENMYRYPNQVYYRPVDQYSNQNNFVHDCVNITIKQHTVTTTTKGENFTETDVKMMERVVEQMCVTQYQKESQAYYDGRRSSSTVLFSSPPVILLISFLIFLIVG, which amino acid positions are active epitope sites? The epitope positions are: [130, 131, 132, 133, 134, 135, 136, 137, 138, 139, 140, 141, 142, 143, 144, 145, 146, 147, 148, 149... (24 total positions)]. The amino acids at these positions are: SAVSRPMIHFGNDWEDRYYRENMY. (2) The epitope positions are: [113, 114, 115, 116, 117, 118, 119, 120, 121, 122, 123, 124, 125, 126, 127, 128, 129, 130, 131, 132... (21 total positions)]. The amino acids at these positions are: DKLTTREIEQVELLKRIYDKL. Given the antigen sequence: MDKLADLNSTLSMITLVNDTLHSIIPNSGVTYFPYVASVLTILFTLHKASIPTMKIALKTSKCSYKVVKYCIVTIINALLKLAGFKGQVTTNDEIEKQMDRVVKEMQRQLEMIDKLTTREIEQVELLKRIYDKLMVKNVDAIDMSKEFNQKNIRTMDEWESGRNPYEPSEVTASM, which amino acid positions are active epitope sites? (3) The epitope positions are: [675, 676, 677, 678, 679, 680, 681, 682, 683, 684, 685]. The amino acids at these positions are: THTPLPRGIGY. Given the antigen sequence: MGPGLWVVMGVLVGVAGGHDTYWTEQIDPWFLHGLGLARTYWRDTNTGRLWLPNTPDASDPQRGRLAPPGELNLTTASVPMLRWYAERFCFVLVTTAEFPRDPGQLLYIPKTYLLGRPRNASLPELPEAGPTSRPPAEVTQLKGLSHNPGASALLRSRAWVTFAAAPDREGLTFPRGDDGATERHPDGRRNAPPPGPPAGTPRHPTTNLSIAHLHNASVTWLAARGLLRTPGRYVYLSPSASTWPVGVWTTGGLAFGCDAALVRARYGKGFMGLVISMRDSPPAEIIVVPADKTLARVGNPTDENAPAVLPGPPAGPRYRVFVLGAPTPADNGSALDALRRVAGYPEESTNYAQYMSRAYAEFLGEDPGSGTDARPSLFWRLAGLLASSGFAFVNAAHAHDAIRLSDLLGFLAHSRVLAGLAARGAAGCAADSVFLNVSVLDPAARLRLEARLGHLVAAILEREQSLVAHALGYQLAFVLDSPAAYGAVAPSAARLIDAL..., which amino acid positions are active epitope sites? (4) Given the antigen sequence: MSRSESRKNRGGREEILEQWVAGRKKLEELERDLRKTKKKLKKIEDENPWLGNIKGILGKKDKDGEGAPPAKRARTDQMEVDSGPRKRPLRGGFTDKERQDHRRRKALENKKKQLSAGGKNLSKEEEEELRRLTEEDERRERRVAGPPVGGVIPLEGGSRGAPGGGFVPSLQGVPESPFSRTGEGLDIRGNRGFPWDILFPADPPFSPQSCRPQ, which amino acid positions are active epitope sites? The epitope positions are: [1, 2, 3, 4, 5, 6, 7, 8, 9, 10, 11, 12, 13, 14, 15, 16]. The amino acids at these positions are: SRSESRKNRGGREEIL. (5) Given the antigen sequence: MSTNPKPQRKTKRNTNRRPQDVKFPGGGQIVGGVYLLPRRGPRLGVRATRKTSERSQPRGRRQPIPKARRPEGRTWAQPGYPWPLYGNEGMGWAGWLLSPRGSRPSWGPTDPRRRSRNLGKVIDTLTCGFADLMGYIPLVGAPLGGAARALAHGVRVLEDGVNYATGNLPGCSFSIFLLALLSCLTIPASAYEVRNVSGIYHVTNDCSNSSIVYEAADMIMHTPGCVPCVRESNFSRCWVALTPTLAARNSSIPTTTIRRHVDLLVGAAALCSAMYVGDLCGSVFLVSQLFTFSPRRYETVQDCNCSIYPGHVSGHRMAWDMMMNWSPTTALVVSQLLRIPQAVVDMVAGAHWGVLAGLAYYSMVGNWAKVLIVMLLFAGVDGHTHVTGGRVASSTQSLVSWLSQGPSQKIQLVNTNGSWHINRTALNCNDSLQTGFIAALFYAHRFNASGCPERMASCRPIDEFAQGWGPITHDMPESSDQRPYCWHYAPRPCGIVPAS..., which amino acid positions are active epitope sites? The epitope positions are: [282, 283, 284, 285, 286, 287, 288, 289, 290, 291, 292, 293, 294, 295]. The amino acids at these positions are: SVFLVSQLFTFSPR. (6) The epitope positions are: [25, 26, 27, 28, 29, 30, 31, 32, 33, 34, 35, 36, 37, 38, 39, 40, 41, 42, 43, 44... (23 total positions)]. The amino acids at these positions are: KYALADPSLKMADPNRFRGKNLP. Given the antigen sequence: MGRLTSGVGTAALLVVAVGLRVVCAKYALADPSLKMADPNRFRGKNLPVLDQLTDPPGVKRVYHIQPSLEDPFQPPSIPITVYYAVLERACRSVLLHAPSEAPQIVRGASDEARKHTYNLTIAWYRMGDNCAIPITVMEYTECPYNKSLGVCPIRTQPRWSYYDSFSAVSEDNLGFLMHAPAFETAGTYLRLVKINDWTEITQFILEHRARASCKYALPLRIPPAACLTSKAYQQGVTVDSIGMLPRFTPENQRTVALYSLKIAGWHGPKPPYTSTLLPPELSDTTNATQPELVPEDPEDSALLEDPAGTVSSQIPPNWHIPSIQDVAPHHAPAAPANPGLIIGALAGSTLAALVIGGIAFWVRRRRSVAPKRLRLPHIRDDDAPPSHQPLFY, which amino acid positions are active epitope sites? (7) Given the antigen sequence: MKPRARRRKRASATQLYQTCKATGTCPPDVIPKVEHTTIADQILKWGSLGVFFGGLGIGTGAGSGGRAGYIPLGSSPKPAITGGPAARPPVLVEPVAPSDPSIVSLIEESAIINAGAPEVVPPTQGGFTITSSESTTPAILDVSVTNHTTTSVFQNPLFTEPSVIQPQPPVEANGHILISAPTITSQHVEDIPLDTFVVSSSDSGPTSSTPLPRAFPRPRVGLYSRALQQVQVRDPAFLSTPQRLVTYDNPVYEGEDVSLQFTHESIHNAPDEAFMDIIRLHRPAITSRRGLVRFSRIGQRGSMYTRSGQHIGARIHYFQDISPVTQAAEEIELHPLVAAENDTFDIYAEPFDPIPDPVQHSVTQSYLTSTPNTLSQSWGNTTVPLSIPSDWFVQSGPDITFPTASMGTPFSPVTPALPTGPVFITGSDFYLHPTWYFARRRRKRIPLFFTDVAA, which amino acid positions are active epitope sites? The epitope positions are: [101, 102, 103, 104, 105, 106, 107, 108, 109, 110, 111, 112, 113, 114, 115, 116, 117, 118, 119, 120... (21 total positions)]. The amino acids at these positions are: SIVSLIEESAIINAGAPEVVP. (8) The epitope positions are: [16, 17, 18, 19, 20, 21, 22, 23, 24, 25, 26, 27, 28]. The amino acids at these positions are: TSNTSNGPSSNNR. Given the antigen sequence: MVMIISTMEPQVSNGPTSNTSNGPSSNNRNCPSPMQTGATTDDSKTNLIVNYLPQNMTQEEFRSLFGSIGEIESCKLVRDKITGQSLGYGFVNYIDPKDAEKAINTLNGLRLQTKTIKVSYARPSSASIRDANLYVSGLPKTMTQKELEQLFSQYGRIITSRILVDQVTGVSRGVGFIRFDKRIEAEEAIKGLNGQKPSGATEPITVKFANNPSQKSSQALLSQLYQSPNRRYPGPLHHQAQRFRLDNLLNMAYGVKRLMSGPVPPSACPPRFSPITIDGMTSLVGMNIPGHTGTGWCIFVYNLSPDSDESVLWQLFGPFGAVNNVKVIRDFNTNKCKGFGFVTMTNYDEAAMAIASLNGYRLGDRVLQVSFKTNKAHKS, which amino acid positions are active epitope sites?